Dataset: Catalyst prediction with 721,799 reactions and 888 catalyst types from USPTO. Task: Predict which catalyst facilitates the given reaction. (1) Reactant: [O:1]1[CH:5]=[C:4]([CH:6]([NH:8][C:9]([C:11]2[C:19]3[C:14](=[N:15][CH:16]=[C:17]([C:20]4[C:28]5[C:23](=[CH:24][C:25]([F:29])=[CH:26][CH:27]=5)[N:22]([CH3:30])[N:21]=4)[N:18]=3)[N:13](COCC[Si](C)(C)C)[CH:12]=2)=[O:10])[CH3:7])[N:3]=[CH:2]1.FC(F)(F)C(O)=O.C(N)CN. Product: [O:1]1[CH:5]=[C:4]([CH:6]([NH:8][C:9]([C:11]2[C:19]3[C:14](=[N:15][CH:16]=[C:17]([C:20]4[C:28]5[C:23](=[CH:24][C:25]([F:29])=[CH:26][CH:27]=5)[N:22]([CH3:30])[N:21]=4)[N:18]=3)[NH:13][CH:12]=2)=[O:10])[CH3:7])[N:3]=[CH:2]1. The catalyst class is: 4. (2) Product: [CH3:1][CH:2]([C:4]1[CH:12]=[CH:11][CH:10]=[C:9]([CH3:13])[C:5]=1[C:6]([Cl:17])=[O:7])[CH3:3]. The catalyst class is: 139. Reactant: [CH3:1][CH:2]([C:4]1[CH:12]=[CH:11][CH:10]=[C:9]([CH3:13])[C:5]=1[C:6](O)=[O:7])[CH3:3].C(Cl)(=O)C([Cl:17])=O.